Dataset: Reaction yield outcomes from USPTO patents with 853,638 reactions. Task: Predict the reaction yield, written as a fraction of the theoretical maximum amount of product (1.0 means a 100% yield; for example, 0.34 means a 34% yield). (1) The reactants are [Cl:1][C:2]1[CH:3]=[N:4][CH:5]=[C:6]([Cl:9])[C:7]=1[CH3:8].[H-].[Na+].[CH:12]1([O:17][C:18]2[C:27]([O:28][CH3:29])=[CH:26][CH:25]=[C:24]3[C:19]=2[CH:20]=[N:21][NH:22][CH:23]3Cl)[CH2:16][CH2:15][CH2:14][CH2:13]1. The catalyst is CN(C)C=O. The product is [CH:12]1([O:17][C:18]2[C:27]([O:28][CH3:29])=[CH:26][CH:25]=[C:24]3[C:19]=2[CH:20]=[N:21][N:22]=[C:23]3[CH2:8][C:7]2[C:6]([Cl:9])=[CH:5][N:4]=[CH:3][C:2]=2[Cl:1])[CH2:13][CH2:14][CH2:15][CH2:16]1. The yield is 0.570. (2) The reactants are [CH2:1]([C@H:3]1[C@@H:7]([CH2:8][OH:9])[CH2:6][CH:5]([OH:10])[CH2:4]1)[CH3:2].Br([O-])(=O)=O.[K+].CCOCC. The catalyst is CC#N.O.O=[N+]([O-])[O-].[O-][N+](=O)[O-].[O-][N+](=O)[O-].[O-][N+](=O)[O-].[O-][N+](=O)[O-].[O-][N+](=O)[O-].[Ce+4].[NH4+].[NH4+]. The product is [CH2:1]([C@H:3]1[C@@H:7]([CH2:8][OH:9])[CH2:6][C:5](=[O:10])[CH2:4]1)[CH3:2]. The yield is 0.610. (3) The reactants are [C:1]([O:5][C:6]([N:8]1[CH2:13][CH2:12][NH:11][C@@H:10]([CH3:14])[CH2:9]1)=[O:7])([CH3:4])([CH3:3])[CH3:2].[CH2:15]([O:22][C:23]([N:25]1[CH2:30][CH2:29][C:28](=O)[CH2:27][CH2:26]1)=[O:24])[C:16]1[CH:21]=[CH:20][CH:19]=[CH:18][CH:17]=1.C([BH3-])#N.[Na+].[OH-].[Na+]. The catalyst is CO.C(O)(=O)C. The product is [C:1]([O:5][C:6]([N:8]1[CH2:13][CH2:12][N:11]([CH:28]2[CH2:29][CH2:30][N:25]([C:23]([O:22][CH2:15][C:16]3[CH:17]=[CH:18][CH:19]=[CH:20][CH:21]=3)=[O:24])[CH2:26][CH2:27]2)[C@@H:10]([CH3:14])[CH2:9]1)=[O:7])([CH3:4])([CH3:2])[CH3:3]. The yield is 0.300. (4) The reactants are [N:1]1([C:7]2[CH:12]=[CH:11][C:10]([NH:13][C:14](=[O:16])[CH3:15])=[CH:9][CH:8]=2)[CH2:6][CH2:5][O:4][CH2:3][CH2:2]1.[N+:17]([O-])([OH:19])=[O:18].[OH-].N. The catalyst is S(=O)(=O)(O)O. The product is [N:1]1([C:7]2[CH:8]=[CH:9][C:10]([NH:13][C:14](=[O:16])[CH3:15])=[C:11]([N+:17]([O-:19])=[O:18])[CH:12]=2)[CH2:2][CH2:3][O:4][CH2:5][CH2:6]1. The yield is 0.900. (5) The reactants are O.[OH-].[Li+].[N:4]1([C@H:10]2[CH2:13][C@H:12]([O:14][C:15]3[CH:20]=[CH:19][C:18]([C:21]4[S:22][C:23]5[CH2:28][CH:27]([C:29]([O:31]CC)=[O:30])[CH2:26][C:24]=5[N:25]=4)=[CH:17][CH:16]=3)[CH2:11]2)[CH2:9][CH2:8][CH2:7][CH2:6][CH2:5]1. The catalyst is O.O1CCCC1. The product is [N:4]1([CH:10]2[CH2:13][CH:12]([O:14][C:15]3[CH:16]=[CH:17][C:18]([C:21]4[S:22][C:23]5[CH2:28][CH:27]([C:29]([OH:31])=[O:30])[CH2:26][C:24]=5[N:25]=4)=[CH:19][CH:20]=3)[CH2:11]2)[CH2:5][CH2:6][CH2:7][CH2:8][CH2:9]1. The yield is 0.190. (6) The reactants are Br[C:2]1[N:3]([CH2:9][O:10][CH2:11][CH2:12][Si:13]([CH3:16])([CH3:15])[CH3:14])[CH:4]=[C:5]([C:7]#[N:8])[N:6]=1.C([Mg]Cl)(C)C.C([C:24]([O:26][CH2:27][CH3:28])=[O:25])#N. The catalyst is C1COCC1. The product is [CH2:27]([O:26][C:24]([C:2]1[N:3]([CH2:9][O:10][CH2:11][CH2:12][Si:13]([CH3:16])([CH3:15])[CH3:14])[CH:4]=[C:5]([C:7]#[N:8])[N:6]=1)=[O:25])[CH3:28]. The yield is 0.740. (7) The reactants are Cl.[CH3:2][NH:3][O:4][CH3:5].CCN(C(C)C)C(C)C.[C:15]([N:22]1[CH2:30][CH2:29][CH:25]([C:26]([OH:28])=O)[CH2:24][CH2:23]1)([O:17][C:18]([CH3:21])([CH3:20])[CH3:19])=[O:16].ON1C2C=CC=CC=2N=N1.Cl.CN(C)CCCN=C=NCC.CNOC. The catalyst is ClCCl.CN(C=O)C. The product is [C:18]([O:17][C:15]([N:22]1[CH2:23][CH2:24][CH:25]([C:26](=[O:28])[N:3]([O:4][CH3:5])[CH3:2])[CH2:29][CH2:30]1)=[O:16])([CH3:19])([CH3:20])[CH3:21]. The yield is 0.790. (8) The reactants are CS(O)(=O)=[O:3].[NH2:6][CH2:7][C:8]1[CH:9]=[C:10]2[C:14](=[CH:15][CH:16]=1)[C:13](=[O:17])[N:12]([CH:18]1[CH2:23][CH2:22][C:21](=[O:24])[NH:20][C:19]1=[O:25])[CH2:11]2.C1N=CN([C:31]([N:33]2C=N[CH:35]=[CH:34]2)=[O:32])C=1.[Si](ONC1C=[CH:51][C:50]([CH3:53])=[CH:49][CH:48]=1)(C(C)(C)C)(C)C. The catalyst is CN(C=O)C. The product is [O:25]=[C:19]1[CH:18]([N:12]2[CH2:11][C:10]3[C:14](=[CH:15][CH:16]=[C:8]([CH2:7][NH:6][C:31]([NH:33][C:34]4[CH:35]=[CH:51][C:50]([CH3:53])=[C:49]([OH:3])[CH:48]=4)=[O:32])[CH:9]=3)[C:13]2=[O:17])[CH2:23][CH2:22][C:21](=[O:24])[NH:20]1. The yield is 0.460. (9) The reactants are BrC1C=CC=CC=1C1C=CC=CC=1.[Li]C(C)(C)C.Br[C:20]1[CH:33]=[CH:32][C:31]2[C:30](=O)[C:29]3[C:24](=[CH:25][CH:26]=[CH:27][CH:28]=3)[C:23](=O)[C:22]=2[CH:21]=1. The catalyst is C1COCC1.CCCCC. The product is [CH:21]1[C:22]2[C:31](=[CH:30][C:29]3[C:24]([CH:23]=2)=[CH:25][CH:26]=[CH:27][CH:28]=3)[CH:32]=[CH:33][CH:20]=1. The yield is 0.920.